From a dataset of NCI-60 drug combinations with 297,098 pairs across 59 cell lines. Regression. Given two drug SMILES strings and cell line genomic features, predict the synergy score measuring deviation from expected non-interaction effect. Drug 1: C1=CC(=C2C(=C1NCCNCCO)C(=O)C3=C(C=CC(=C3C2=O)O)O)NCCNCCO. Drug 2: CC1C(C(CC(O1)OC2CC(CC3=C2C(=C4C(=C3O)C(=O)C5=C(C4=O)C(=CC=C5)OC)O)(C(=O)CO)O)N)O.Cl. Cell line: U251. Synergy scores: CSS=54.9, Synergy_ZIP=-1.45, Synergy_Bliss=-1.44, Synergy_Loewe=4.42, Synergy_HSA=5.70.